Dataset: NCI-60 drug combinations with 297,098 pairs across 59 cell lines. Task: Regression. Given two drug SMILES strings and cell line genomic features, predict the synergy score measuring deviation from expected non-interaction effect. (1) Synergy scores: CSS=8.37, Synergy_ZIP=-3.78, Synergy_Bliss=-4.41, Synergy_Loewe=-5.04, Synergy_HSA=-1.84. Drug 1: C1CC(C1)(C(=O)O)C(=O)O.[NH2-].[NH2-].[Pt+2]. Cell line: SNB-19. Drug 2: C(CCl)NC(=O)N(CCCl)N=O. (2) Drug 1: C1CN1P(=S)(N2CC2)N3CC3. Drug 2: CN(CCCl)CCCl.Cl. Cell line: 786-0. Synergy scores: CSS=14.5, Synergy_ZIP=-10.6, Synergy_Bliss=-8.26, Synergy_Loewe=-6.53, Synergy_HSA=-5.96. (3) Synergy scores: CSS=4.99, Synergy_ZIP=0.322, Synergy_Bliss=5.38, Synergy_Loewe=-1.23, Synergy_HSA=2.46. Drug 2: C1CNP(=O)(OC1)N(CCCl)CCCl. Cell line: A498. Drug 1: CCCS(=O)(=O)NC1=C(C(=C(C=C1)F)C(=O)C2=CNC3=C2C=C(C=N3)C4=CC=C(C=C4)Cl)F. (4) Drug 1: CC(CN1CC(=O)NC(=O)C1)N2CC(=O)NC(=O)C2. Drug 2: C1C(C(OC1N2C=NC3=C(N=C(N=C32)Cl)N)CO)O. Cell line: SF-268. Synergy scores: CSS=6.58, Synergy_ZIP=0.592, Synergy_Bliss=4.39, Synergy_Loewe=1.14, Synergy_HSA=1.52. (5) Drug 1: C1=CC(=CC=C1CCC2=CNC3=C2C(=O)NC(=N3)N)C(=O)NC(CCC(=O)O)C(=O)O. Drug 2: C1=NC2=C(N=C(N=C2N1C3C(C(C(O3)CO)O)O)F)N. Cell line: NCI-H322M. Synergy scores: CSS=0.767, Synergy_ZIP=-0.531, Synergy_Bliss=-1.29, Synergy_Loewe=-12.8, Synergy_HSA=-2.95.